Predict the product of the given reaction. From a dataset of Forward reaction prediction with 1.9M reactions from USPTO patents (1976-2016). (1) The product is: [F:31][C:13]1[C:12]([CH2:11][CH2:10][C:5]23[CH2:8][CH2:9][C:2]([NH:1][CH2:43][C:41]4[CH:40]=[CH:39][C:36]5[O:37][CH2:38][C:33](=[O:32])[NH:34][C:35]=5[N:42]=4)([CH2:7][CH2:6]2)[CH2:3][O:4]3)=[C:21]2[C:16]([CH:17]=[CH:18][C:19]([O:22][CH2:23][CH2:24][CH2:25][C:26]([O:28][CH2:29][CH3:30])=[O:27])=[N:20]2)=[N:15][CH:14]=1. Given the reactants [NH2:1][C:2]12[CH2:9][CH2:8][C:5]([CH2:10][CH2:11][C:12]3[C:13]([F:31])=[CH:14][N:15]=[C:16]4[C:21]=3[N:20]=[C:19]([O:22][CH2:23][CH2:24][CH2:25][C:26]([O:28][CH2:29][CH3:30])=[O:27])[CH:18]=[CH:17]4)([CH2:6][CH2:7]1)[O:4][CH2:3]2.[O:32]=[C:33]1[CH2:38][O:37][C:36]2[CH:39]=[CH:40][C:41]([CH:43]=O)=[N:42][C:35]=2[NH:34]1, predict the reaction product. (2) The product is: [OH:23][CH2:24][C:25]1[CH:26]=[CH:27][C:28]2[N:32]=[C:31]3[S:33][C:34]([C:36]([N:43]([CH3:42])[CH2:45][C:10]([CH3:9])([CH3:5])[CH3:12])=[O:38])=[CH:35][N:30]3[C:29]=2[CH:39]=1. Given the reactants ON1C2C=C[CH:9]=[CH:10][C:5]=2N=N1.Cl.[CH3:12]N(C)CCCN=C=NCC.[OH:23][CH2:24][C:25]1[CH:26]=[CH:27][C:28]2[N:32]=[C:31]3[S:33][C:34]([C:36]([OH:38])=O)=[CH:35][N:30]3[C:29]=2[CH:39]=1.[OH-].[Na+].[CH3:42][N:43]([CH:45]=O)C, predict the reaction product. (3) Given the reactants Cl.[Br:2][C:3]1[CH:4]=[C:5]2[CH:10]=[N:9][CH2:8][CH2:7][N:6]2[C:11]=1[CH:12]1[CH2:14][CH2:13]1.C([N:17]([CH2:20]C)CC)C.[C:22]([N:26]=[C:27]=[O:28])([CH3:25])([CH3:24])[CH3:23].[OH2:29], predict the reaction product. The product is: [C:22]([NH:26][C:27]([N:9]1[CH2:8][CH2:7][N:6]2[C:11]([CH:12]3[CH2:14][CH2:13]3)=[C:3]([Br:2])[C:4]([C:20]([NH2:17])=[O:29])=[C:5]2[CH2:10]1)=[O:28])([CH3:25])([CH3:24])[CH3:23]. (4) Given the reactants [C:1]([OH:10])(=[O:9])[C:2]1[C:3](=[CH:5][CH:6]=[CH:7][CH:8]=1)[NH2:4].[C:11](=[O:14])([O-])[O-].[Na+].[Na+].[C:17](Cl)(Cl)=O.C1(C)C=CC=CC=1, predict the reaction product. The product is: [CH3:17][C:7]1[CH:8]=[C:2]2[C:1]([O:10][C:11](=[O:14])[NH:4][C:3]2=[CH:5][CH:6]=1)=[O:9].